This data is from Aqueous solubility values for 9,982 compounds from the AqSolDB database. The task is: Regression/Classification. Given a drug SMILES string, predict its absorption, distribution, metabolism, or excretion properties. Task type varies by dataset: regression for continuous measurements (e.g., permeability, clearance, half-life) or binary classification for categorical outcomes (e.g., BBB penetration, CYP inhibition). For this dataset (solubility_aqsoldb), we predict Y. (1) The molecule is CC(C)[C@H]1CC[C@@H](C)CC1O. The Y is -2.83 log mol/L. (2) The compound is C=C(C)C(=O)OC(C)CO. The Y is -0.0449 log mol/L. (3) The compound is NC(=O)C1CCCN1C(=O)COC(=O)c1ccccc1. The Y is -2.27 log mol/L.